From a dataset of Full USPTO retrosynthesis dataset with 1.9M reactions from patents (1976-2016). Predict the reactants needed to synthesize the given product. Given the product [Br:1][C:2]1[CH:7]=[CH:6][C:5]([O:8][CH2:10][CH2:11][N:12]([CH2:15][CH3:16])[CH2:13][CH3:14])=[CH:4][CH:3]=1, predict the reactants needed to synthesize it. The reactants are: [Br:1][C:2]1[CH:7]=[CH:6][C:5]([OH:8])=[CH:4][CH:3]=1.Cl[CH2:10][CH2:11][N:12]([CH2:15][CH3:16])[CH2:13][CH3:14].Cl.C([O-])([O-])=O.[K+].[K+].